The task is: Predict the reactants needed to synthesize the given product.. This data is from Full USPTO retrosynthesis dataset with 1.9M reactions from patents (1976-2016). (1) Given the product [Cl:1][C:2]1[CH:3]=[N:4][CH:5]=[C:6]([N:9]2[CH:13]=[CH:12][CH:11]=[CH:10]2)[CH:7]=1, predict the reactants needed to synthesize it. The reactants are: [Cl:1][C:2]1[C:3](Cl)=[N:4][CH:5]=[CH:6][CH:7]=1.[NH:9]1[CH:13]=[CH:12][CH:11]=[CH:10]1.[H-].[Na+].[OH-].[Na+]. (2) Given the product [NH2:14][C:15]1[C:23]2[C:18](=[N:19][C:20]([C:51]3[CH:52]=[CH:53][C:48]([NH:47][S:44]([C:42]4[CH:43]=[C:38]([Cl:37])[CH:39]=[CH:40][C:41]=4[F:64])(=[O:45])=[O:46])=[C:49]([F:63])[CH:50]=3)=[N:21][C:22]=2[O:24][CH:25]([CH3:26])[CH3:65])[NH:17][N:16]=1, predict the reactants needed to synthesize it. The reactants are: C(=[N:14][C:15]1[C:23]2[C:18](=[N:19][C:20](Cl)=[N:21][C:22]=2[O:24][CH2:25][C:26](F)(F)F)[N:17](C2CCCCO2)[N:16]=1)(C1C=CC=CC=1)C1C=CC=CC=1.[Cl:37][C:38]1[CH:39]=[CH:40][C:41]([F:64])=[C:42]([S:44]([NH:47][C:48]2[CH:53]=[CH:52][C:51](B3OC(C)(C)C(C)(C)O3)=[CH:50][C:49]=2[F:63])(=[O:46])=[O:45])[CH:43]=1.[CH:65](O)(C)C. (3) Given the product [OH:19][C:20]1[CH:25]=[C:24]([C:2]2[C:10]3[C:5](=[CH:6][CH:7]=[C:8]([C:11]#[N:12])[CH:9]=3)[N:4]([CH:13]3[CH2:18][CH2:17][CH2:16][CH2:15][O:14]3)[N:3]=2)[CH:23]=[CH:22][CH:21]=1, predict the reactants needed to synthesize it. The reactants are: Br[C:2]1[C:10]2[C:5](=[CH:6][CH:7]=[C:8]([C:11]#[N:12])[CH:9]=2)[N:4]([CH:13]2[CH2:18][CH2:17][CH2:16][CH2:15][O:14]2)[N:3]=1.[OH:19][C:20]1[CH:21]=[C:22](B(O)O)[CH:23]=[CH:24][CH:25]=1.P([O-])([O-])([O-])=O.[K+].[K+].[K+]. (4) Given the product [Cl:1][C:2]1[N:11]=[CH:10][C:9]2[N:8]3[CH:19]=[N:34][N:35]=[C:7]3[C@@H:6]([CH2:13][CH3:14])[N:5]([CH:15]3[CH2:18][CH2:17][CH2:16]3)[C:4]=2[N:3]=1, predict the reactants needed to synthesize it. The reactants are: [Cl:1][C:2]1[N:11]=[CH:10][C:9]2[NH:8][C:7](=O)[C@@H:6]([CH2:13][CH3:14])[N:5]([CH:15]3[CH2:18][CH2:17][CH2:16]3)[C:4]=2[N:3]=1.[CH3:19]C(C)([O-])C.[K+].C(OP(Cl)(OCC)=O)C.[NH2:34][NH2:35]. (5) Given the product [NH2:28][C:24]1[N:21]([CH3:22])[C:20](=[S:23])[C:10]2[CH2:9][N:8]([C:6]([O:5][C:1]([CH3:2])([CH3:3])[CH3:4])=[O:7])[CH2:13][CH2:12][C:11]=2[C:25]=1[C:26]#[N:27], predict the reactants needed to synthesize it. The reactants are: [C:1]([O:5][C:6]([N:8]1[CH2:13][CH2:12][C:11](N2CCOCC2)=[C:10]([C:20](=[S:23])[NH:21][CH3:22])[CH2:9]1)=[O:7])([CH3:4])([CH3:3])[CH3:2].[C:24](#[N:28])[CH2:25][C:26]#[N:27].N1CCCCC1. (6) The reactants are: [Cl:1][C:2]1[C:7]([N+:8]([O-])=O)=[CH:6][CH:5]=[CH:4][C:3]=1[N:11]1[CH2:16][CH2:15][O:14][CH2:13][CH2:12]1. Given the product [Cl:1][C:2]1[C:3]([N:11]2[CH2:16][CH2:15][O:14][CH2:13][CH2:12]2)=[CH:4][CH:5]=[CH:6][C:7]=1[NH2:8], predict the reactants needed to synthesize it. (7) Given the product [OH:10][CH2:9][CH2:8][O:7][CH2:6][N:5]1[C:4]2[N:11]=[C:12]3[N:13]([CH:20]=[C:21]([C:23]4[CH:28]=[CH:27][C:26]([Br:29])=[CH:25][CH:24]=4)[NH:16]3)[C:14](=[O:15])[C:3]=2[N:2]=[CH:1]1, predict the reactants needed to synthesize it. The reactants are: [CH:1]1[N:5]([CH2:6][O:7][CH2:8][CH2:9][OH:10])[C:4]2[N:11]=[C:12]([NH2:16])[N:13]=[C:14]([OH:15])[C:3]=2[N:2]=1.[H-].[Na+].Br[CH2:20][C:21]([C:23]1[CH:28]=[CH:27][C:26]([Br:29])=[CH:25][CH:24]=1)=O.N.